Regression. Given two drug SMILES strings and cell line genomic features, predict the synergy score measuring deviation from expected non-interaction effect. From a dataset of NCI-60 drug combinations with 297,098 pairs across 59 cell lines. (1) Drug 2: CC(C)CN1C=NC2=C1C3=CC=CC=C3N=C2N. Cell line: 786-0. Synergy scores: CSS=7.88, Synergy_ZIP=-7.49, Synergy_Bliss=-2.03, Synergy_Loewe=-7.30, Synergy_HSA=-2.99. Drug 1: CC1=C(C(=O)C2=C(C1=O)N3CC4C(C3(C2COC(=O)N)OC)N4)N. (2) Synergy scores: CSS=26.3, Synergy_ZIP=-4.99, Synergy_Bliss=-1.94, Synergy_Loewe=-7.64, Synergy_HSA=-1.99. Cell line: PC-3. Drug 1: C1=NC2=C(N1)C(=S)N=C(N2)N. Drug 2: CCC1(CC2CC(C3=C(CCN(C2)C1)C4=CC=CC=C4N3)(C5=C(C=C6C(=C5)C78CCN9C7C(C=CC9)(C(C(C8N6C=O)(C(=O)OC)O)OC(=O)C)CC)OC)C(=O)OC)O.OS(=O)(=O)O. (3) Drug 1: CC1OCC2C(O1)C(C(C(O2)OC3C4COC(=O)C4C(C5=CC6=C(C=C35)OCO6)C7=CC(=C(C(=C7)OC)O)OC)O)O. Drug 2: C1=C(C(=O)NC(=O)N1)N(CCCl)CCCl. Cell line: SN12C. Synergy scores: CSS=55.6, Synergy_ZIP=4.36, Synergy_Bliss=3.95, Synergy_Loewe=6.20, Synergy_HSA=9.02. (4) Drug 1: CS(=O)(=O)C1=CC(=C(C=C1)C(=O)NC2=CC(=C(C=C2)Cl)C3=CC=CC=N3)Cl. Drug 2: CC1=C2C(C(=O)C3(C(CC4C(C3C(C(C2(C)C)(CC1OC(=O)C(C(C5=CC=CC=C5)NC(=O)C6=CC=CC=C6)O)O)OC(=O)C7=CC=CC=C7)(CO4)OC(=O)C)O)C)OC(=O)C. Cell line: K-562. Synergy scores: CSS=56.1, Synergy_ZIP=9.64, Synergy_Bliss=6.89, Synergy_Loewe=-30.3, Synergy_HSA=5.06. (5) Synergy scores: CSS=25.0, Synergy_ZIP=-6.10, Synergy_Bliss=-1.98, Synergy_Loewe=-7.78, Synergy_HSA=-0.315. Drug 1: C1=CC=C(C=C1)NC(=O)CCCCCCC(=O)NO. Cell line: SK-MEL-5. Drug 2: CCC1(C2=C(COC1=O)C(=O)N3CC4=CC5=C(C=CC(=C5CN(C)C)O)N=C4C3=C2)O.Cl.